From a dataset of Full USPTO retrosynthesis dataset with 1.9M reactions from patents (1976-2016). Predict the reactants needed to synthesize the given product. (1) Given the product [Na+:38].[CH:1]1([C:4]([N:6]([CH2:9][C:10]2[CH:15]=[C:14]([C:16]3[CH:17]=[N:18][C:19]([O:22][CH2:23][CH3:24])=[CH:20][CH:21]=3)[CH:13]=[CH:12][C:11]=2[C:25]2[C:30]([O:31][CH3:32])=[CH:29][CH:28]=[C:27]([CH2:33][C:34]([O-:36])=[O:35])[CH:26]=2)[CH2:7][CH3:8])=[O:5])[CH2:2][CH2:3]1, predict the reactants needed to synthesize it. The reactants are: [CH:1]1([C:4]([N:6]([CH2:9][C:10]2[CH:15]=[C:14]([C:16]3[CH:17]=[N:18][C:19]([O:22][CH2:23][CH3:24])=[CH:20][CH:21]=3)[CH:13]=[CH:12][C:11]=2[C:25]2[C:30]([O:31][CH3:32])=[CH:29][CH:28]=[C:27]([CH2:33][C:34]([OH:36])=[O:35])[CH:26]=2)[CH2:7][CH3:8])=[O:5])[CH2:3][CH2:2]1.[OH-].[Na+:38]. (2) Given the product [Cl:1][C:2]1[CH:28]=[CH:27][C:5]2[CH:6]([CH2:23][CH:24]([CH3:26])[CH3:25])[C:7](=[O:22])[N:8]([CH2:18][C:19]([NH:41][CH:33]([CH2:32][CH3:31])[CH2:34][CH2:35][C:36]([O:38][CH3:39])=[O:37])=[O:20])[CH2:9][CH:10]([C:11]3[CH:16]=[CH:15][CH:14]=[CH:13][C:12]=3[Cl:17])[C:4]=2[CH:3]=1, predict the reactants needed to synthesize it. The reactants are: [Cl:1][C:2]1[CH:28]=[CH:27][C:5]2[CH:6]([CH2:23][CH:24]([CH3:26])[CH3:25])[C:7](=[O:22])[N:8]([CH2:18][C:19](O)=[O:20])[CH2:9][CH:10]([C:11]3[CH:16]=[CH:15][CH:14]=[CH:13][C:12]=3[Cl:17])[C:4]=2[CH:3]=1.Cl.N[CH2:31][CH2:32][CH2:33][CH2:34][CH2:35][C:36]([O:38][CH3:39])=[O:37].C(P(=O)(OCC)OCC)#[N:41].C(N(CC)CC)C. (3) Given the product [Cl:8][C:5]1[N:4]=[C:3]2[N:9]([C:10]3[CH:15]=[C:14]([O:16][CH2:17][C:18]4[C:23]([O:24][CH3:25])=[CH:22][CH:21]=[C:20]([F:26])[C:19]=4[F:27])[C:13]([O:28][CH3:29])=[CH:12][C:11]=3[Cl:30])[C:34](=[O:36])[NH:1][C:2]2=[CH:7][CH:6]=1, predict the reactants needed to synthesize it. The reactants are: [NH2:1][C:2]1[C:3]([NH:9][C:10]2[CH:15]=[C:14]([O:16][CH2:17][C:18]3[C:23]([O:24][CH3:25])=[CH:22][CH:21]=[C:20]([F:26])[C:19]=3[F:27])[C:13]([O:28][CH3:29])=[CH:12][C:11]=2[Cl:30])=[N:4][C:5]([Cl:8])=[CH:6][CH:7]=1.[H-].[Na+].Cl[C:34](Cl)([O:36]C(=O)OC(Cl)(Cl)Cl)Cl.Cl. (4) Given the product [CH3:1][O:3][C:4]([C:5]1[CH:6]=[C:7]([C:9]2[CH:14]=[CH:13][CH:12]=[C:11]([Cl:15])[CH:10]=2)[O:8][N:19]=1)=[O:17], predict the reactants needed to synthesize it. The reactants are: [CH2:1]([O:3][C:4](=[O:17])[C:5](=O)[CH2:6][C:7]([C:9]1[CH:14]=[CH:13][CH:12]=[C:11]([Cl:15])[CH:10]=1)=[O:8])C.Cl.[NH2:19]O. (5) Given the product [CH3:31][N:30]([CH3:32])[C:22]1[C:21]([S:19][C:9]2[N:10]([CH2:11][CH2:12][NH:13][CH2:14][C:15]([CH3:16])([CH3:18])[CH3:17])[C:6]3[CH:5]=[CH:4][N:3]=[C:2]([NH2:1])[C:7]=3[N:8]=2)=[CH:29][C:25]2[O:26][CH2:27][O:28][C:24]=2[CH:23]=1, predict the reactants needed to synthesize it. The reactants are: [NH2:1][C:2]1[C:7]2[NH:8][C:9](=[S:19])[N:10]([CH2:11][CH2:12][NH:13][CH2:14][C:15]([CH3:18])([CH3:17])[CH3:16])[C:6]=2[CH:5]=[CH:4][N:3]=1.I[C:21]1[C:22]([N:30]([CH3:32])[CH3:31])=[CH:23][C:24]2[O:28][CH2:27][O:26][C:25]=2[CH:29]=1.CC1C=CC2C=CC3C=CC(C)=NC=3C=2N=1.O.CC([O-])(C)C.[Na+].C(NCCN1C2C=CN=C(N)C=2N=C1SC1C(C=C)=CC2OCOC=2C=1)C(C)(C)C. (6) Given the product [Cl:26][CH2:27][C:28]1[CH:33]=[CH:32][CH:31]=[CH:30][C:29]=1[CH2:34][O:23][CH2:22][CH2:21][NH:20][C:7]([C:8]1[CH:13]=[CH:12][CH:11]=[CH:10][CH:9]=1)([C:14]1[CH:19]=[CH:18][CH:17]=[CH:16][CH:15]=1)[C:1]1[CH:2]=[CH:3][CH:4]=[CH:5][CH:6]=1, predict the reactants needed to synthesize it. The reactants are: [C:1]1([C:7]([NH:20][CH2:21][CH2:22][OH:23])([C:14]2[CH:19]=[CH:18][CH:17]=[CH:16][CH:15]=2)[C:8]2[CH:13]=[CH:12][CH:11]=[CH:10][CH:9]=2)[CH:6]=[CH:5][CH:4]=[CH:3][CH:2]=1.[H-].[Na+].[Cl:26][CH:27](Cl)[C:28]1[C:29]([CH3:34])=[CH:30][CH:31]=[CH:32][CH:33]=1.O.